This data is from NCI-60 drug combinations with 297,098 pairs across 59 cell lines. The task is: Regression. Given two drug SMILES strings and cell line genomic features, predict the synergy score measuring deviation from expected non-interaction effect. Drug 1: COC1=NC(=NC2=C1N=CN2C3C(C(C(O3)CO)O)O)N. Drug 2: C1CNP(=O)(OC1)N(CCCl)CCCl. Cell line: SN12C. Synergy scores: CSS=-13.1, Synergy_ZIP=7.79, Synergy_Bliss=2.73, Synergy_Loewe=-9.74, Synergy_HSA=-9.29.